From a dataset of Full USPTO retrosynthesis dataset with 1.9M reactions from patents (1976-2016). Predict the reactants needed to synthesize the given product. (1) The reactants are: [B-](F)(F)(F)[C:2]([CH3:4])=[CH2:3].[K+].Br[C:10]1[CH:11]=[C:12]([O:27][CH3:28])[C:13]([NH:16][S:17]([C:20]2[CH:25]=[CH:24][C:23]([F:26])=[CH:22][CH:21]=2)(=[O:19])=[O:18])=[N:14][CH:15]=1.C(=O)([O-])[O-].[Cs+].[Cs+]. Given the product [F:26][C:23]1[CH:24]=[CH:25][C:20]([S:17]([NH:16][C:13]2[C:12]([O:27][CH3:28])=[CH:11][C:10]([C:2]([CH3:4])=[CH2:3])=[CH:15][N:14]=2)(=[O:19])=[O:18])=[CH:21][CH:22]=1, predict the reactants needed to synthesize it. (2) The reactants are: [Cl:1][C:2]1[CH:7]=[CH:6][C:5]([OH:8])=[CH:4][C:3]=1[N+:9]([O-:11])=[O:10].Cl[CH2:13][C:14]1[C:23]2[C:18](=[CH:19][CH:20]=[CH:21][CH:22]=2)[CH:17]=[CH:16][CH:15]=1. Given the product [Cl:1][C:2]1[CH:7]=[CH:6][C:5]([O:8][CH2:13][C:14]2[C:23]3[C:18](=[CH:19][CH:20]=[CH:21][CH:22]=3)[CH:17]=[CH:16][CH:15]=2)=[CH:4][C:3]=1[N+:9]([O-:11])=[O:10], predict the reactants needed to synthesize it. (3) Given the product [OH:9][CH2:8][C:7]1[C:2](=[O:1])[NH:3][C:4]([CH3:11])=[CH:5][CH:6]=1, predict the reactants needed to synthesize it. The reactants are: [OH:1][C:2]1[C:7]([C:8](O)=[O:9])=[CH:6][CH:5]=[C:4]([CH3:11])[N:3]=1.[H-].[H-].[H-].[H-].[Li+].[Al+3].O.[OH-].[Na+]. (4) The reactants are: [F:1][C:2]([F:8])([F:7])[CH2:3][C:4](Cl)=[O:5].[Cl:9][C:10]1[C:11]([N:18]2[CH2:23][CH2:22][CH:21]([C:24]3[CH:33]=[CH:32][CH:31]=[CH:30][C:25]=3[C:26]([O:28][CH3:29])=[O:27])[CH2:20][CH2:19]2)=[CH:12][N:13]=[N:14][C:15]=1[NH:16][NH2:17].C(=O)(O)[O-].[Na+]. Given the product [Cl:9][C:10]1[C:11]([N:18]2[CH2:23][CH2:22][CH:21]([C:24]3[CH:33]=[CH:32][CH:31]=[CH:30][C:25]=3[C:26]([O:28][CH3:29])=[O:27])[CH2:20][CH2:19]2)=[CH:12][N:13]=[N:14][C:15]=1[NH:16][NH:17][C:4](=[O:5])[CH2:3][C:2]([F:8])([F:7])[F:1], predict the reactants needed to synthesize it. (5) Given the product [CH2:1]([O:8][C:9]([N:11]1[CH2:15][CH2:14][C:13]([C:17]#[N:18])([O:16][Si:38]([CH3:41])([CH3:40])[CH3:39])[CH2:12]1)=[O:10])[C:2]1[CH:7]=[CH:6][CH:5]=[CH:4][CH:3]=1, predict the reactants needed to synthesize it. The reactants are: [CH2:1]([O:8][C:9]([N:11]1[CH2:15][CH2:14][C:13](=[O:16])[CH2:12]1)=[O:10])[C:2]1[CH:7]=[CH:6][CH:5]=[CH:4][CH:3]=1.[C-:17]#[N:18].[K+].C1OCCOCCOCCOCCOCCOC1.[Si:38](C#N)([CH3:41])([CH3:40])[CH3:39].C([O-])(O)=O.[Na+].